From a dataset of Reaction yield outcomes from USPTO patents with 853,638 reactions. Predict the reaction yield, written as a fraction of the theoretical maximum amount of product (1.0 means a 100% yield; for example, 0.34 means a 34% yield). (1) The reactants are CCN(C(C)C)C(C)C.[CH3:10][C:11]1([CH3:34])[N:15]([C:16]([O:18][C:19]([CH3:22])([CH3:21])[CH3:20])=[O:17])[C@@H:14]([CH2:23][CH2:24][C:25]([N:27]2[C@H:31]([CH3:32])[CH2:30][O:29][C:28]2=[O:33])=[O:26])[CH2:13][O:12]1.[C:35]([O:39][C:40](=[O:43])[CH:41]=[CH2:42])([CH3:38])([CH3:37])[CH3:36]. The catalyst is C(Cl)Cl.Cl[Ti](Cl)(Cl)Cl. The product is [C:35]([O:39][C:40](=[O:43])[CH2:41][CH2:42][C@@H:24]([C:25]([N:27]1[C@H:31]([CH3:32])[CH2:30][O:29][C:28]1=[O:33])=[O:26])[CH2:23][C@H:14]1[CH2:13][O:12][C:11]([CH3:10])([CH3:34])[N:15]1[C:16]([O:18][C:19]([CH3:20])([CH3:21])[CH3:22])=[O:17])([CH3:38])([CH3:37])[CH3:36]. The yield is 0.600. (2) The reactants are [C:1]12([NH2:11])[CH2:10][CH:5]3[CH2:6][CH:7]([CH2:9][CH:3]([CH2:4]3)[CH2:2]1)[CH2:8]2.[F:12][C:13]1[CH:14]=[C:15]([CH:18]=[CH:19][C:20]=1[OH:21])[CH:16]=O. No catalyst specified. The product is [C:1]12([NH:11][CH2:16][C:15]3[CH:18]=[CH:19][C:20]([OH:21])=[C:13]([F:12])[CH:14]=3)[CH2:8][CH:7]3[CH2:6][CH:5]([CH2:4][CH:3]([CH2:9]3)[CH2:2]1)[CH2:10]2. The yield is 0.710. (3) The reactants are [CH3:1][C:2]1([CH3:15])[CH2:7][CH2:6][CH2:5][C:4](=O)[CH:3]1[CH2:9][C:10]([O:12]CC)=O.[CH2:16]([NH2:23])[C:17]1[CH:22]=[CH:21][CH:20]=[CH:19][CH:18]=1.C(O)(=O)C.C(O[BH-](OC(=O)C)OC(=O)C)(=O)C.[Na+]. The catalyst is ClCCCl.ClCCl.C(=O)(O)[O-].[Na+]. The product is [CH2:16]([N:23]1[C:4]2[CH:3]([C:2]([CH3:1])([CH3:15])[CH2:7][CH2:6][CH:5]=2)[CH2:9][C:10]1=[O:12])[C:17]1[CH:22]=[CH:21][CH:20]=[CH:19][CH:18]=1. The yield is 0.190. (4) The reactants are Cl.Cl.[NH:3]1[C:11]2[C:6](=[CH:7][C:8]([C:12]3[C:20]4[C:19]([NH2:21])=[N:18][CH:17]=[N:16][C:15]=4[N:14]([CH3:22])[CH:13]=3)=[CH:9][CH:10]=2)[CH2:5][CH2:4]1.[F:23][C:24]([F:36])([F:35])[C:25]1[N:30]=[C:29]([CH2:31][C:32](O)=[O:33])[CH:28]=[CH:27][CH:26]=1.CN(C(ON1N=NC2C=CC=NC1=2)=[N+](C)C)C.F[P-](F)(F)(F)(F)F.CCN(C(C)C)C(C)C. The catalyst is CN(C)C=O.O. The product is [CH3:22][N:14]1[C:15]2[N:16]=[CH:17][N:18]=[C:19]([NH2:21])[C:20]=2[C:12]([C:8]2[CH:7]=[C:6]3[C:11](=[CH:10][CH:9]=2)[N:3]([C:32](=[O:33])[CH2:31][C:29]2[CH:28]=[CH:27][CH:26]=[C:25]([C:24]([F:23])([F:36])[F:35])[N:30]=2)[CH2:4][CH2:5]3)=[CH:13]1. The yield is 0.399. (5) The reactants are [CH3:1][O:2][C:3]1[CH:8]=[CH:7][C:6]([NH2:9])=[CH:5][CH:4]=1.[N+:10]([C:13]1[CH:18]=[CH:17][C:16]([CH2:19][C:20](O)=[O:21])=[CH:15][CH:14]=1)([O-:12])=[O:11].Cl.CN(C)CCCN=C=NCC. The catalyst is N1C=CC=CC=1. The product is [CH3:1][O:2][C:3]1[CH:8]=[CH:7][C:6]([NH:9][C:20](=[O:21])[CH2:19][C:16]2[CH:15]=[CH:14][C:13]([N+:10]([O-:12])=[O:11])=[CH:18][CH:17]=2)=[CH:5][CH:4]=1. The yield is 0.840. (6) The reactants are Cl[C:2]1[N:7]=[C:6]([N:8]2[CH2:13][CH2:12][CH:11]([CH3:14])[CH2:10][CH2:9]2)[CH:5]=[CH:4][N:3]=1.[NH2:15][C:16]1[NH:17][N:18]=[C:19]([CH3:21])[CH:20]=1.C(=O)([O-])[O-].[K+].[K+]. The yield is 0.500. The catalyst is C(O)CCC. The product is [CH3:14][CH:11]1[CH2:12][CH2:13][N:8]([C:6]2[CH:5]=[CH:4][N:3]=[C:2]([NH:15][C:16]3[NH:17][N:18]=[C:19]([CH3:21])[CH:20]=3)[N:7]=2)[CH2:9][CH2:10]1.